The task is: Predict the product of the given reaction.. This data is from Forward reaction prediction with 1.9M reactions from USPTO patents (1976-2016). (1) The product is: [F:23][C:3]1[C:2]([C:38]#[C:37][C@@:35]([OH:39])([C:32]2[CH:31]=[C:30]([CH3:29])[O:34][N:33]=2)[CH3:36])=[CH:22][C:6]2[C:7]3[N:8]([C:12]([C:18]([F:21])([F:20])[F:19])=[C:13]([C:15]([NH2:17])=[O:16])[N:14]=3)[CH2:9][CH2:10][O:11][C:5]=2[CH:4]=1. Given the reactants Br[C:2]1[C:3]([F:23])=[CH:4][C:5]2[O:11][CH2:10][CH2:9][N:8]3[C:12]([C:18]([F:21])([F:20])[F:19])=[C:13]([C:15]([NH2:17])=[O:16])[N:14]=[C:7]3[C:6]=2[CH:22]=1.CN(C=O)C.[CH3:29][C:30]1[O:34][N:33]=[C:32]([C@:35]([OH:39])([C:37]#[CH:38])[CH3:36])[CH:31]=1.C(N(CC)CC)C, predict the reaction product. (2) Given the reactants [OH:1][C:2]1[CH:7]=[CH:6][C:5]([N:8]2[C:15](=[S:16])[N:14]([C:17]3[CH:18]=[C:19]([C:25]([F:28])([F:27])[F:26])[C:20]([C:23]#[N:24])=[N:21][CH:22]=3)[C:13](=[O:29])[C:9]32[CH2:12][CH2:11][CH2:10]3)=[CH:4][CH:3]=1.[CH3:30][N:31]1[CH2:36][CH2:35][CH:34](O)[CH2:33][CH2:32]1.C1(P(C2C=CC=CC=2)C2C=CC=CC=2)C=CC=CC=1.N(C(OC(C)C)=O)=NC(OC(C)C)=O, predict the reaction product. The product is: [CH3:30][N:31]1[CH2:36][CH2:35][CH:34]([O:1][C:2]2[CH:7]=[CH:6][C:5]([N:8]3[C:15](=[S:16])[N:14]([C:17]4[CH:18]=[C:19]([C:25]([F:28])([F:27])[F:26])[C:20]([C:23]#[N:24])=[N:21][CH:22]=4)[C:13](=[O:29])[C:9]43[CH2:12][CH2:11][CH2:10]4)=[CH:4][CH:3]=2)[CH2:33][CH2:32]1. (3) Given the reactants S(=O)(=O)(O)O.[C:6]([OH:25])(=[O:24])[C:7]1[CH:12]=[CH:11][CH:10]=[CH:9][C:8]=1[S:13][S:14][C:15]1[CH:23]=[CH:22][CH:21]=[CH:20][C:16]=1[C:17]([OH:19])=O.[C:26]([O-])(O)=O.[Na+].[CH3:31][OH:32], predict the reaction product. The product is: [CH3:31][O:32][C:17]([C:16]1[CH:20]=[CH:21][CH:22]=[CH:23][C:15]=1[S:14][S:13][C:8]1[CH:9]=[CH:10][CH:11]=[CH:12][C:7]=1[C:6]([O:25][CH3:26])=[O:24])=[O:19]. (4) Given the reactants [Sn](Cl)Cl.[Cl:4][C:5]1[CH:11]=[C:10]([N+:12]([O-])=O)[C:8]([NH2:9])=[C:7]([CH2:15][N:16]2[CH2:21][CH2:20][O:19][CH2:18][CH2:17]2)[CH:6]=1, predict the reaction product. The product is: [Cl:4][C:5]1[CH:11]=[C:10]([NH2:12])[C:8]([NH2:9])=[C:7]([CH2:15][N:16]2[CH2:21][CH2:20][O:19][CH2:18][CH2:17]2)[CH:6]=1. (5) Given the reactants [C:1]1([S:11]([NH2:14])(=[O:13])=[O:12])[C:2]([S:7]([NH2:10])(=[O:9])=[O:8])=[CH:3][CH:4]=[CH:5][CH:6]=1.Br[C:16]1[CH:24]=[CH:23][C:19]([C:20]([OH:22])=O)=[CH:18][CH:17]=1.Cl.CN(C)[CH2:28][CH2:29][CH2:30]N=C=NCC, predict the reaction product. The product is: [S:7]([C:2]1[CH:3]=[CH:4][CH:5]=[CH:6][C:1]=1[S:11]([NH:14][C:20](=[O:22])[C:19]1[CH:18]=[CH:17][C:16]([C:4]#[C:3][C:2]2[CH:1]=[CH:6][CH:5]=[CH:30][C:29]=2[CH3:28])=[CH:24][CH:23]=1)(=[O:13])=[O:12])(=[O:9])(=[O:8])[NH2:10]. (6) Given the reactants C([Li])CCC.C(N(CC)C(C)C)(C)C.CN(CCN(C)C)C.[CH3:23][C:24]1[CH:29]=[CH:28][C:27]([CH3:30])=[CH:26][N:25]=1.Cl[C:32]([O:34][CH2:35][CH3:36])=[O:33].[Cl-].[NH4+].[Cl-].[Na+], predict the reaction product. The product is: [CH3:30][C:27]1[CH:28]=[CH:29][C:24]([CH2:23][C:32]([O:34][CH2:35][CH3:36])=[O:33])=[N:25][CH:26]=1. (7) Given the reactants [NH2:1][C:2]1[C:7]([C:8]([F:11])([F:10])[F:9])=[CH:6][CH:5]=[CH:4][C:3]=1[C:12]([C:14]1[CH:19]=[CH:18][CH:17]=[C:16]([OH:20])[CH:15]=1)=O.[Cl:21][C:22]1[CH:23]=[C:24]([CH2:28][CH:29]=O)[CH:25]=[CH:26][CH:27]=1, predict the reaction product. The product is: [Cl:21][C:22]1[CH:23]=[C:24]([C:28]2[CH:29]=[N:1][C:2]3[C:3]([C:12]=2[C:14]2[CH:15]=[C:16]([OH:20])[CH:17]=[CH:18][CH:19]=2)=[CH:4][CH:5]=[CH:6][C:7]=3[C:8]([F:11])([F:10])[F:9])[CH:25]=[CH:26][CH:27]=1. (8) Given the reactants [C:1]([C@H:3]([CH:8]([CH2:10][C:11]1[C:12]([O:26]C)=[C:13]([C:18]2[C:23]([Cl:24])=[CH:22][CH:21]=[CH:20][C:19]=2[Cl:25])[CH:14]=[C:15]([F:17])[CH:16]=1)C)S([O-])(=O)=O)#[N:2].B(Br)(Br)Br, predict the reaction product. The product is: [Cl:25][C:19]1[CH:20]=[CH:21][CH:22]=[C:23]([Cl:24])[C:18]=1[C:13]1[C:12]2[O:26][C@@H:8]([CH2:3][C:1]#[N:2])[CH2:10][C:11]=2[CH:16]=[C:15]([F:17])[CH:14]=1.